This data is from NCI-60 drug combinations with 297,098 pairs across 59 cell lines. The task is: Regression. Given two drug SMILES strings and cell line genomic features, predict the synergy score measuring deviation from expected non-interaction effect. (1) Drug 1: CC1C(C(=O)NC(C(=O)N2CCCC2C(=O)N(CC(=O)N(C(C(=O)O1)C(C)C)C)C)C(C)C)NC(=O)C3=C4C(=C(C=C3)C)OC5=C(C(=O)C(=C(C5=N4)C(=O)NC6C(OC(=O)C(N(C(=O)CN(C(=O)C7CCCN7C(=O)C(NC6=O)C(C)C)C)C)C(C)C)C)N)C. Drug 2: COC1=NC(=NC2=C1N=CN2C3C(C(C(O3)CO)O)O)N. Cell line: BT-549. Synergy scores: CSS=-3.21, Synergy_ZIP=0.679, Synergy_Bliss=1.70, Synergy_Loewe=-4.18, Synergy_HSA=-3.21. (2) Drug 1: C1=NC2=C(N1)C(=S)N=C(N2)N. Drug 2: C1=CN(C(=O)N=C1N)C2C(C(C(O2)CO)O)O.Cl. Cell line: U251. Synergy scores: CSS=30.9, Synergy_ZIP=-3.48, Synergy_Bliss=1.24, Synergy_Loewe=-3.29, Synergy_HSA=4.36.